Task: Predict the reactants needed to synthesize the given product.. Dataset: Full USPTO retrosynthesis dataset with 1.9M reactions from patents (1976-2016) (1) Given the product [CH:1]([C:4]1[C:12]2[C:7](=[N:8][CH:9]=[CH:10][C:11]=2[C:13]2[CH:14]=[N:15][C:16]3[C:21]([CH:22]=2)=[CH:20][CH:19]=[CH:18][CH:17]=3)[N:6]([C:23]2[CH:30]=[CH:29][C:26]([C:27]([NH2:28])=[O:40])=[C:25]([NH:31][C:32]3[CH:36]=[CH:35][O:34][N:33]=3)[CH:24]=2)[N:5]=1)([CH3:3])[CH3:2], predict the reactants needed to synthesize it. The reactants are: [CH:1]([C:4]1[C:12]2[C:7](=[N:8][CH:9]=[CH:10][C:11]=2[C:13]2[CH:14]=[N:15][C:16]3[C:21]([CH:22]=2)=[CH:20][CH:19]=[CH:18][CH:17]=3)[N:6]([C:23]2[CH:30]=[CH:29][C:26]([C:27]#[N:28])=[C:25]([NH:31][C:32]3[CH:36]=[CH:35][O:34][N:33]=3)[CH:24]=2)[N:5]=1)([CH3:3])[CH3:2].NC1C=C[O:40]N=1.C(C1C2C(=NC=CC=2C2C=NC3C(C=2)=CC=CC=3)N(C2C(NC3C=CON=3)=C(C=CC=2)C#N)N=1)(C)C. (2) The reactants are: [Na+].[OH:2][C@H:3]1[CH2:8][CH2:7][N:6]([CH2:9][C:10]2[CH:15]=[CH:14][CH:13]=[CH:12][CH:11]=2)[CH2:5][C@H:4]1[C:16]([O-:18])=O.O[N:20]1C2N=CC=CC=2N=N1.Cl.CN(C)CCCN=C=NCC.C(=O)(O)[O-].[NH4+]. Given the product [OH:2][C@H:3]1[CH2:8][CH2:7][N:6]([CH2:9][C:10]2[CH:15]=[CH:14][CH:13]=[CH:12][CH:11]=2)[CH2:5][C@H:4]1[C:16]([NH2:20])=[O:18], predict the reactants needed to synthesize it. (3) Given the product [OH:21][C:22]1[CH:23]=[CH:24][C:25]([O:28][C:29]2[C:34]([CH3:35])=[CH:33][C:32](/[CH:36]=[CH:37]/[C:38]([N:40]3[CH2:45][CH2:44][N:43]([CH2:18][C:15]4[CH:16]=[CH:17][C:12](/[CH:11]=[CH:10]/[CH2:9][O:8][C:5]5[CH:6]=[CH:7][C:2]([CH3:1])=[CH:3][CH:4]=5)=[CH:13][C:14]=4[CH3:20])[CH2:42][CH2:41]3)=[O:39])=[CH:31][C:30]=2[CH3:46])=[N:26][CH:27]=1, predict the reactants needed to synthesize it. The reactants are: [CH3:1][C:2]1[CH:7]=[CH:6][C:5]([O:8][CH2:9]/[CH:10]=[CH:11]/[C:12]2[CH:17]=[CH:16][C:15]([CH2:18]Cl)=[C:14]([CH3:20])[CH:13]=2)=[CH:4][CH:3]=1.[OH:21][C:22]1[CH:23]=[CH:24][C:25]([O:28][C:29]2[C:34]([CH3:35])=[CH:33][C:32](/[CH:36]=[CH:37]/[C:38]([N:40]3[CH2:45][CH2:44][NH:43][CH2:42][CH2:41]3)=[O:39])=[CH:31][C:30]=2[CH3:46])=[N:26][CH:27]=1. (4) Given the product [Cl:14][C:15]1[CH:16]=[CH:17][C:18]([N:21]2[CH:25]=[CH:24][C:23]([O:26][CH:4]3[C:5]4[CH:6]=[N:7][CH:8]=[CH:9][C:10]=4[O:11][C:2]([CH3:1])([CH3:13])[CH:3]3[OH:12])=[N:22]2)=[CH:19][CH:20]=1, predict the reactants needed to synthesize it. The reactants are: [CH3:1][C:2]1([CH3:13])[O:11][C:10]2[C:5](=[CH:6][N:7]=[CH:8][CH:9]=2)[CH:4]2[O:12][CH:3]12.[Cl:14][C:15]1[CH:20]=[CH:19][C:18]([N:21]2[CH:25]=[CH:24][C:23](=[O:26])[NH:22]2)=[CH:17][CH:16]=1. (5) Given the product [NH2:1][C:4]1[C:13]2[C:8](=[CH:9][CH:10]=[CH:11][CH:12]=2)[C:7]([O:14][CH2:15][CH2:16][C:17]2[CH:22]=[CH:21][N:20]=[CH:19][C:18]=2[NH2:23])=[CH:6][CH:5]=1, predict the reactants needed to synthesize it. The reactants are: [N+:1]([C:4]1[C:13]2[C:8](=[CH:9][CH:10]=[CH:11][CH:12]=2)[C:7]([O:14][CH2:15][CH2:16][C:17]2[CH:22]=[CH:21][N:20]=[CH:19][C:18]=2[NH2:23])=[CH:6][CH:5]=1)([O-])=O.CCOC(C)=O.C(Cl)Cl.[H][H]. (6) The reactants are: [F:1][C:2]1[CH:7]=[CH:6][C:5]([C:8]2[O:24][C:11]3=[N:12][C:13]([NH:19][S:20]([CH3:23])(=[O:22])=[O:21])=[C:14]([C:16]([CH3:18])=[CH2:17])[CH:15]=[C:10]3[C:9]=2[C:25]([NH:27][CH3:28])=[O:26])=[CH:4][CH:3]=1.I[CH2:30][C@@H:31]([O:34][CH2:35][C:36]1[CH:41]=[CH:40][CH:39]=[CH:38][CH:37]=1)[CH:32]=[CH2:33].C(=O)([O-])[O-].[Cs+].[Cs+]. Given the product [CH2:35]([O:34][C@@H:31]([CH:32]=[CH2:33])[CH2:30][N:19]([C:13]1[N:12]=[C:11]2[O:24][C:8]([C:5]3[CH:6]=[CH:7][C:2]([F:1])=[CH:3][CH:4]=3)=[C:9]([C:25]([NH:27][CH3:28])=[O:26])[C:10]2=[CH:15][C:14]=1[C:16]([CH3:18])=[CH2:17])[S:20]([CH3:23])(=[O:21])=[O:22])[C:36]1[CH:41]=[CH:40][CH:39]=[CH:38][CH:37]=1, predict the reactants needed to synthesize it.